From a dataset of Reaction yield outcomes from USPTO patents with 853,638 reactions. Predict the reaction yield, written as a fraction of the theoretical maximum amount of product (1.0 means a 100% yield; for example, 0.34 means a 34% yield). The reactants are [CH2:1]([N:8]1[CH:12]=[C:11]([C:13](O)=[O:14])[C:10]([O:16][CH2:17][C:18]2[CH:23]=[CH:22][C:21]([O:24][CH2:25][C:26]3[N:27]=[C:28]([C:32]4[O:33][CH:34]=[CH:35][CH:36]=4)[O:29][C:30]=3[CH3:31])=[C:20]([O:37][CH3:38])[CH:19]=2)=[N:9]1)[C:2]1[CH:7]=[CH:6][CH:5]=[CH:4][CH:3]=1.Cl.C([N:42]=C=NCCCN(C)C)C.CN(C)C=O. The catalyst is O. The product is [CH2:1]([N:8]1[CH:12]=[C:11]([C:13]([NH2:42])=[O:14])[C:10]([O:16][CH2:17][C:18]2[CH:23]=[CH:22][C:21]([O:24][CH2:25][C:26]3[N:27]=[C:28]([C:32]4[O:33][CH:34]=[CH:35][CH:36]=4)[O:29][C:30]=3[CH3:31])=[C:20]([O:37][CH3:38])[CH:19]=2)=[N:9]1)[C:2]1[CH:7]=[CH:6][CH:5]=[CH:4][CH:3]=1. The yield is 0.920.